Dataset: Full USPTO retrosynthesis dataset with 1.9M reactions from patents (1976-2016). Task: Predict the reactants needed to synthesize the given product. (1) The reactants are: [C:1]([O:5][C:6]([N:8]([CH3:12])[CH2:9][CH2:10][NH2:11])=[O:7])([CH3:4])([CH3:3])[CH3:2].[C:13]1(=[O:19])[O:18][C:16](=[O:17])[CH2:15][CH2:14]1. Given the product [C:1]([O:5][C:6]([N:8]([CH3:12])[CH2:9][CH2:10][NH:11][C:13](=[O:19])[CH2:14][CH2:15][C:16]([OH:18])=[O:17])=[O:7])([CH3:4])([CH3:3])[CH3:2], predict the reactants needed to synthesize it. (2) Given the product [OH2:2].[OH2:2].[OH2:2].[OH2:2].[OH2:2].[OH2:2].[Cl-:5].[Al+3:1].[Cl-:5].[Cl-:5], predict the reactants needed to synthesize it. The reactants are: [Al:1](O)(O)[OH:2].[ClH:5]. (3) The reactants are: ClC1C(OC2C=CC(OC(F)(F)F)=C(Cl)C=2)=CC(F)=C(C=1)C(OC(C)(C)C)=O.[Cl:29][C:30]1[CH:31]=[C:32]([O:40][C:41]2[C:53]([C:54]3([OH:58])[CH2:57][O:56][CH2:55]3)=[CH:52][C:44]([C:45]([O:47]C(C)(C)C)=[O:46])=[C:43]([F:59])[CH:42]=2)[CH:33]=[N:34][C:35]=1[O:36][CH:37]([CH3:39])[CH3:38]. Given the product [Cl:29][C:30]1[CH:31]=[C:32]([O:40][C:41]2[C:53]([C:54]3([OH:58])[CH2:55][O:56][CH2:57]3)=[CH:52][C:44]([C:45]([OH:47])=[O:46])=[C:43]([F:59])[CH:42]=2)[CH:33]=[N:34][C:35]=1[O:36][CH:37]([CH3:39])[CH3:38], predict the reactants needed to synthesize it. (4) Given the product [O:6]=[C:1]1[CH2:5][CH2:4][CH:3]([NH:14][C:7](=[O:8])[O:9][C:10]([CH3:13])([CH3:12])[CH3:11])[CH2:2]1, predict the reactants needed to synthesize it. The reactants are: [C:1]1(=[O:6])[CH2:5][CH2:4][CH:3]=[CH:2]1.[C:7]([NH2:14])([O:9][C:10]([CH3:13])([CH3:12])[CH3:11])=[O:8].[N+]([O-])([O-])=O.[Bi+3].[N+]([O-])([O-])=O.[N+]([O-])([O-])=O. (5) Given the product [Cl:31][C:32]1[CH:37]=[CH:36][C:35]([CH2:38][NH:19][C@H:16]2[CH2:15][CH2:14][C@@H:13]([O:12][C:11]3[C:2]([Cl:1])=[C:3]4[C:8](=[CH:9][CH:10]=3)[CH:7]=[N:6][CH:5]=[CH:4]4)[CH2:18][CH2:17]2)=[CH:34][C:33]=1[S:40]([N:43]=[CH:44][N:45]([CH3:46])[CH3:47])(=[O:42])=[O:41], predict the reactants needed to synthesize it. The reactants are: [Cl:1][C:2]1[C:11]([O:12][C@@H:13]2[CH2:18][CH2:17][C@H:16]([NH2:19])[CH2:15][CH2:14]2)=[CH:10][CH:9]=[C:8]2[C:3]=1[CH:4]=[CH:5][N:6]=[CH:7]2.C(N(CC)CC)C.C(O)(=O)C.[Cl:31][C:32]1[CH:37]=[CH:36][C:35]([CH:38]=O)=[CH:34][C:33]=1[S:40]([N:43]=[CH:44][N:45]([CH3:47])[CH3:46])(=[O:42])=[O:41].C([BH3-])#N.[Na+]. (6) Given the product [NH2:1][C:4]1[CH:5]=[CH:6][C:7]([C:10]2[NH:11][C:12]([CH2:15][CH2:16][C:17]([O:19][C:20]([CH3:23])([CH3:22])[CH3:21])=[O:18])=[N:13][N:14]=2)=[CH:8][CH:9]=1, predict the reactants needed to synthesize it. The reactants are: [N+:1]([C:4]1[CH:9]=[CH:8][C:7]([C:10]2[NH:11][C:12]([CH2:15][CH2:16][C:17]([O:19][C:20]([CH3:23])([CH3:22])[CH3:21])=[O:18])=[N:13][N:14]=2)=[CH:6][CH:5]=1)([O-])=O.O.[Sn](Cl)Cl.C(=O)([O-])[O-].[Na+].[Na+]. (7) Given the product [CH2:1]([CH:4]1[CH2:9][CH:8]([C:10]2[CH:15]=[CH:14][CH:13]=[C:12]([Cl:16])[CH:11]=2)[CH:7]([C:17]2[CH:18]=[CH:19][C:20]([Cl:23])=[CH:21][CH:22]=2)[N:6]([CH:24]([CH2:27][CH3:28])[CH2:25][NH:26][C:30](=[O:32])[CH3:31])[C:5]1=[O:29])[CH:2]=[CH2:3], predict the reactants needed to synthesize it. The reactants are: [CH2:1]([CH:4]1[CH2:9][CH:8]([C:10]2[CH:15]=[CH:14][CH:13]=[C:12]([Cl:16])[CH:11]=2)[CH:7]([C:17]2[CH:22]=[CH:21][C:20]([Cl:23])=[CH:19][CH:18]=2)[N:6]([CH:24]([CH2:27][CH3:28])[CH2:25][NH2:26])[C:5]1=[O:29])[CH:2]=[CH2:3].[C:30](OC(=O)C)(=[O:32])[CH3:31]. (8) Given the product [C:1]([O:5][C:6]([N:8]1[CH2:12][C@H:11]([F:13])[CH2:10][C@H:9]1[CH2:14][O:15][S:17]([CH3:16])(=[O:19])=[O:18])=[O:7])([CH3:4])([CH3:3])[CH3:2], predict the reactants needed to synthesize it. The reactants are: [C:1]([O:5][C:6]([N:8]1[CH2:12][C@H:11]([F:13])[CH2:10][C@H:9]1[CH2:14][OH:15])=[O:7])([CH3:4])([CH3:3])[CH3:2].[CH3:16][S:17](Cl)(=[O:19])=[O:18].C(N(CC)CC)C. (9) Given the product [N:23]([CH2:6][CH:7]([NH:12][C:13](=[O:14])[O:15][CH2:16][C:17]1[CH:22]=[CH:21][CH:20]=[CH:19][CH:18]=1)[C:8]([F:11])([F:10])[F:9])=[N+:24]=[N-:25], predict the reactants needed to synthesize it. The reactants are: CS(O[CH2:6][CH:7]([NH:12][C:13]([O:15][CH2:16][C:17]1[CH:22]=[CH:21][CH:20]=[CH:19][CH:18]=1)=[O:14])[C:8]([F:11])([F:10])[F:9])(=O)=O.[N-:23]=[N+:24]=[N-:25].[Na+]. (10) Given the product [CH3:1][NH:2][S:3]([C:6]1[CH:11]=[CH:10][CH:9]=[C:8]([OH:14])[CH:7]=1)(=[O:5])=[O:4], predict the reactants needed to synthesize it. The reactants are: [CH3:1][NH:2][S:3]([C:6]1[CH:11]=[CH:10][CH:9]=[C:8](N)[CH:7]=1)(=[O:5])=[O:4].N([O-])=[O:14].[Na+].NC(N)=O.